Regression. Given a peptide amino acid sequence and an MHC pseudo amino acid sequence, predict their binding affinity value. This is MHC class I binding data. From a dataset of Peptide-MHC class I binding affinity with 185,985 pairs from IEDB/IMGT. (1) The peptide sequence is FPFKYIAAF. The MHC is Mamu-A2201 with pseudo-sequence Mamu-A2201. The binding affinity (normalized) is 1.00. (2) The MHC is HLA-A02:01 with pseudo-sequence HLA-A02:01. The peptide sequence is MMLAQAYYG. The binding affinity (normalized) is 0.482.